This data is from Reaction yield outcomes from USPTO patents with 853,638 reactions. The task is: Predict the reaction yield, written as a fraction of the theoretical maximum amount of product (1.0 means a 100% yield; for example, 0.34 means a 34% yield). (1) The reactants are [OH:1][C:2]1[C:3]([CH2:16][OH:17])=[C:4]([CH2:9][CH2:10][C:11]([O:13][CH2:14][CH3:15])=[O:12])[CH:5]=[N:6][C:7]=1[CH3:8]. The catalyst is ClCCl.[O-2].[O-2].[Mn+4]. The product is [CH:16]([C:3]1[C:2]([OH:1])=[C:7]([CH3:8])[N:6]=[CH:5][C:4]=1[CH2:9][CH2:10][C:11]([O:13][CH2:14][CH3:15])=[O:12])=[O:17]. The yield is 0.711. (2) The product is [C:1]1([NH:7][CH2:8][C:9]2[CH:14]=[CH:13][C:12]([CH2:15][C:16]3[CH:21]=[C:20]([C:22]4[C:23]([NH2:29])=[N:24][C:25]([NH2:28])=[CH:26][CH:27]=4)[O:18][N:17]=3)=[CH:11][CH:10]=2)[CH:6]=[CH:5][CH:4]=[CH:3][CH:2]=1. The reactants are [C:1]1([NH:7][CH2:8][C:9]2[CH:14]=[CH:13][C:12]([CH2:15][C:16](Cl)=[N:17][OH:18])=[CH:11][CH:10]=2)[CH:6]=[CH:5][CH:4]=[CH:3][CH:2]=1.[C:20]([C:22]1[C:23]([NH2:29])=[N:24][C:25]([NH2:28])=[CH:26][CH:27]=1)#[CH:21].C(N(CC)CC)C. The catalyst is O1CCCC1. The yield is 0.130. (3) The reactants are [C:1]([C:3]1[CH:8]=[CH:7][CH:6]=[CH:5][C:4]=1[C:9]1[CH:14]=[CH:13][C:12]([CH2:15][C:16]2[C:17](=[O:41])[N:18]([C@H:28]3[CH2:33][CH2:32][C@H:31]([O:34][CH2:35]C(OCC)=O)[CH2:30][CH2:29]3)[C:19]3[N:20]([N:25]=[CH:26][CH:27]=3)[C:21]=2[CH2:22][CH2:23][CH3:24])=[CH:11][C:10]=1[O:42][CH3:43])#[N:2].[CH3:44][Mg]Br.C([O:50][CH2:51][CH3:52])(=O)C. The catalyst is O1CCCC1. The product is [OH:50][C:51]([CH3:52])([CH3:44])[CH2:35][O:34][C@H:31]1[CH2:32][CH2:33][C@H:28]([N:18]2[C:17](=[O:41])[C:16]([CH2:15][C:12]3[CH:13]=[CH:14][C:9]([C:4]4[C:3]([C:1]#[N:2])=[CH:8][CH:7]=[CH:6][CH:5]=4)=[C:10]([O:42][CH3:43])[CH:11]=3)=[C:21]([CH2:22][CH2:23][CH3:24])[N:20]3[N:25]=[CH:26][CH:27]=[C:19]23)[CH2:29][CH2:30]1. The yield is 0.680. (4) The reactants are N(C(OCC)=O)=NC(OCC)=O.[Cl:13][C:14]1[CH:33]=[CH:32][C:17]([NH:18][C:19]2[C:28]3[C:23](=[CH:24][C:25]([OH:31])=[C:26]([O:29][CH3:30])[CH:27]=3)[N:22]=[CH:21][N:20]=2)=[C:16]([F:34])[CH:15]=1.C1(P(C2C=CC=CC=2)C2C=CC=CC=2)C=CC=CC=1.[N:54]1[CH:59]=[CH:58][C:57]([NH:60][CH2:61][CH2:62]O)=[CH:56][CH:55]=1. The catalyst is C(Cl)Cl.C(OCC)(=O)C. The product is [ClH:13].[Cl:13][C:14]1[CH:33]=[CH:32][C:17]([NH:18][C:19]2[C:28]3[C:23](=[CH:24][C:25]([O:31][CH2:62][CH2:61][NH:60][C:57]4[CH:58]=[CH:59][N:54]=[CH:55][CH:56]=4)=[C:26]([O:29][CH3:30])[CH:27]=3)[N:22]=[CH:21][N:20]=2)=[C:16]([F:34])[CH:15]=1. The yield is 0.370. (5) The reactants are Cl.Br[C:3]1[CH:4]=[C:5]2[C:10](=[CH:11][C:12]=1[O:13][CH3:14])[N:9]=[N:8][C:7]([C:15]([NH2:17])=[O:16])=[C:6]2[NH:18][C:19]1[CH:24]=[CH:23][C:22]([CH3:25])=[CH:21][C:20]=1[F:26].CC1(C)C(C)(C)OB([C:35]2[CH2:40][CH2:39][N:38]([C:41]([O:43][C:44]([CH3:47])([CH3:46])[CH3:45])=[O:42])[CH2:37][CH:36]=2)O1.P([O-])([O-])([O-])=O.[K+].[K+].[K+].C1(P(C2CCCCC2)C2C=CC=CC=2C2C(OC)=CC=CC=2OC)CCCCC1. The catalyst is C(O)CCC.O.C1C=CC(/C=C/C(/C=C/C2C=CC=CC=2)=O)=CC=1.C1C=CC(/C=C/C(/C=C/C2C=CC=CC=2)=O)=CC=1.C1C=CC(/C=C/C(/C=C/C2C=CC=CC=2)=O)=CC=1.[Pd].[Pd]. The product is [NH2:17][C:15]([C:7]1[N:8]=[N:9][C:10]2[C:5]([C:6]=1[NH:18][C:19]1[CH:24]=[CH:23][C:22]([CH3:25])=[CH:21][C:20]=1[F:26])=[CH:4][C:3]([C:35]1[CH2:40][CH2:39][N:38]([C:41]([O:43][C:44]([CH3:47])([CH3:46])[CH3:45])=[O:42])[CH2:37][CH:36]=1)=[C:12]([O:13][CH3:14])[CH:11]=2)=[O:16]. The yield is 0.960. (6) The reactants are [Cl:1][C:2]1[C:3]([F:31])=[C:4]([CH:8]2[C:12]([C:15]3[CH:20]=[CH:19][C:18]([Cl:21])=[CH:17][C:16]=3[F:22])([C:13]#[N:14])[CH:11]([CH2:23][C:24]([CH3:27])([CH3:26])[CH3:25])[NH:10][CH:9]2[C:28](O)=[O:29])[CH:5]=[CH:6][CH:7]=1.[CH3:32][C:33]([O:42][CH2:43][C@H:44]1[CH2:46][O:45]1)([CH3:41])[CH2:34][N:35]1[CH:39]=[CH:38][C:37]([NH2:40])=[N:36]1.CN(C(ON1N=NC2C=CC=NC1=2)=[N+](C)C)C.F[P-](F)(F)(F)(F)F.CCN(C(C)C)C(C)C. The catalyst is C(Cl)Cl. The product is [CH3:41][C:33]([O:42][CH2:43][C@H:44]1[CH2:46][O:45]1)([CH3:32])[CH2:34][N:35]1[CH:39]=[CH:38][C:37]([NH:40][C:28]([CH:9]2[CH:8]([C:4]3[CH:5]=[CH:6][CH:7]=[C:2]([Cl:1])[C:3]=3[F:31])[C:12]([C:15]3[CH:20]=[CH:19][C:18]([Cl:21])=[CH:17][C:16]=3[F:22])([C:13]#[N:14])[CH:11]([CH2:23][C:24]([CH3:27])([CH3:26])[CH3:25])[NH:10]2)=[O:29])=[N:36]1. The yield is 0.280. (7) The reactants are [NH2:1][C:2]1[N:3]=[CH:4][C:5]2[CH2:6][C:7](=[O:18])[NH:8][C:9]3[CH:16]=[C:15]([Cl:17])[CH:14]=[CH:13][C:10]=3[C:11]=2[N:12]=1.Br[C:20]1[CH:21]=[C:22]([CH2:28][CH2:29][CH2:30][N:31]([CH3:33])[CH3:32])[C:23]([O:26][CH3:27])=[N:24][CH:25]=1.CC(C1C=C(C(C)C)C(C2C=CC=CC=2P(C2CCCCC2)C2CCCCC2)=C(C(C)C)C=1)C. No catalyst specified. The product is [Cl:17][C:15]1[CH:14]=[CH:13][C:10]2[C:11]3[N:12]=[C:2]([NH:1][C:20]4[CH:25]=[N:24][C:23]([O:26][CH3:27])=[C:22]([CH2:28][CH2:29][CH2:30][N:31]([CH3:32])[CH3:33])[CH:21]=4)[N:3]=[CH:4][C:5]=3[CH2:6][C:7](=[O:18])[NH:8][C:9]=2[CH:16]=1. The yield is 0.180. (8) The reactants are Br[C:2]1[N:3]=[CH:4][C:5]([NH:8][C:9](=[O:16])[CH2:10][CH2:11][C:12]([O:14][CH3:15])=[O:13])=[N:6][CH:7]=1.[O-]P([O-])([O-])=O.[K+].[K+].[K+].C1(P([CH:38]2[CH2:43][CH2:42]CCC2)C2CCCCC2)CCCCC1.C1(B(O)O)CC1. The catalyst is C([O-])(=O)C.[Pd+2].C([O-])(=O)C.O.C1(C)C=CC=CC=1. The product is [CH:42]1([C:2]2[N:3]=[CH:4][C:5]([NH:8][C:9](=[O:16])[CH2:10][CH2:11][C:12]([O:14][CH3:15])=[O:13])=[N:6][CH:7]=2)[CH2:43][CH2:38]1. The yield is 0.0231. (9) The reactants are C[C:2]1[CH:3]=[N:4][NH:5][CH:6]=1.[Li][CH2:8][CH2:9]CC.C(O[B:16]1[O:20][C:19]([CH3:22])([CH3:21])[C:18]([CH3:24])([CH3:23])[O:17]1)(C)C. The catalyst is [NH4+].[Cl-]. The product is [CH2:8]([N:5]1[C:6]([B:16]2[O:20][C:19]([CH3:22])([CH3:21])[C:18]([CH3:24])([CH3:23])[O:17]2)=[CH:2][CH:3]=[N:4]1)[CH3:9]. The yield is 0.890.